From a dataset of Full USPTO retrosynthesis dataset with 1.9M reactions from patents (1976-2016). Predict the reactants needed to synthesize the given product. (1) Given the product [Cl:1][C:2]1[C:7]([C:8]2[NH:12][C:11]3[CH:13]=[CH:14][CH:15]=[C:16]([C:17]([NH:19][C:20]4[S:21][CH:22]=[CH:23][N:24]=4)=[O:18])[C:10]=3[N:9]=2)=[CH:6][CH:5]=[CH:4][N:3]=1.[O:28]1[CH2:29][CH2:30][N:25]([C:2]2[C:7]([C:8]3[NH:12][C:11]4[CH:13]=[CH:14][CH:15]=[C:16]([C:17]([NH:19][C:20]5[S:21][CH:22]=[CH:23][N:24]=5)=[O:18])[C:10]=4[N:9]=3)=[CH:6][CH:5]=[CH:4][N:3]=2)[CH2:26][CH2:27]1, predict the reactants needed to synthesize it. The reactants are: [Cl:1][C:2]1[C:7]([C:8]2[NH:12][C:11]3[CH:13]=[CH:14][CH:15]=[C:16]([C:17]([NH:19][C:20]4[S:21][CH:22]=[CH:23][N:24]=4)=[O:18])[C:10]=3[N:9]=2)=[CH:6][CH:5]=[CH:4][N:3]=1.[NH:25]1[CH2:30][CH2:29][O:28][CH2:27][CH2:26]1. (2) Given the product [CH3:1][O:2][C:3]1[CH:4]=[C:5]([C:6]2[S:14][C:13]3[CH:15]=[CH:16][CH:17]=[CH:18][C:12]=3[C:11](=[O:19])[N:7]=2)[CH:8]=[CH:9][N:10]=1, predict the reactants needed to synthesize it. The reactants are: [CH3:1][O:2][C:3]1[CH:4]=[C:5]([CH:8]=[CH:9][N:10]=1)[C:6]#[N:7].[C:11](OC)(=[O:19])[C:12]1[C:13](=[CH:15][CH:16]=[CH:17][CH:18]=1)[SH:14].C(N(CC)CC)C.